This data is from Forward reaction prediction with 1.9M reactions from USPTO patents (1976-2016). The task is: Predict the product of the given reaction. Given the reactants [F:1][C:2]1([C:15]([O:17]C)=[O:16])[CH2:7][CH2:6][CH2:5][N:4]([C:8]([O:10][C:11]([CH3:14])([CH3:13])[CH3:12])=[O:9])[CH2:3]1.[OH-].[Na+].Cl, predict the reaction product. The product is: [C:11]([O:10][C:8]([N:4]1[CH2:5][CH2:6][CH2:7][C:2]([F:1])([C:15]([OH:17])=[O:16])[CH2:3]1)=[O:9])([CH3:14])([CH3:12])[CH3:13].